This data is from Full USPTO retrosynthesis dataset with 1.9M reactions from patents (1976-2016). The task is: Predict the reactants needed to synthesize the given product. (1) Given the product [Cl:32][C:33]1[CH:34]=[C:35]([CH:40]([NH:43][C:44]([C:46]2[NH:47][CH:48]=[C:49]([C:51]3[C:55]([C:56]4[CH:61]=[CH:60][C:59]([CH2:62][NH:63][C:5](=[O:7])[CH:2]([NH:1][C:8](=[O:9])[CH3:10])[CH2:3][OH:4])=[C:58]([Cl:64])[CH:57]=4)=[CH:54][NH:53][N:52]=3)[CH:50]=2)=[O:45])[CH2:41][OH:42])[CH:36]=[CH:37][C:38]=1[F:39], predict the reactants needed to synthesize it. The reactants are: [NH:1]([C:8]([CH3:10])=[O:9])[C@H:2]([C:5]([OH:7])=O)[CH2:3][OH:4].C1C=CC2N(O)N=NC=2C=1.CCN=C=NCCCN(C)C.[Cl:32][C:33]1[CH:34]=[C:35]([CH:40]([NH:43][C:44]([C:46]2[NH:47][CH:48]=[C:49]([C:51]3[C:55]([C:56]4[CH:61]=[CH:60][C:59]([CH2:62][NH2:63])=[C:58]([Cl:64])[CH:57]=4)=[CH:54][NH:53][N:52]=3)[CH:50]=2)=[O:45])[CH2:41][OH:42])[CH:36]=[CH:37][C:38]=1[F:39]. (2) Given the product [F:14][C:7]1[CH:6]=[C:5]([S:2]([NH2:1])(=[O:3])=[O:4])[CH:13]=[CH:12][C:8]=1[CH2:9][OH:10], predict the reactants needed to synthesize it. The reactants are: [NH2:1][S:2]([C:5]1[CH:13]=[CH:12][C:8]([C:9](O)=[O:10])=[C:7]([F:14])[CH:6]=1)(=[O:4])=[O:3].S(C)C.CO. (3) Given the product [Cl:45][C:46]1[CH:51]=[C:50]([Cl:52])[CH:49]=[CH:48][C:47]=1[CH2:53][CH2:54][NH:55][C:4](=[O:6])[C:3]1[CH:7]=[CH:8][C:9]([OH:11])=[CH:10][C:2]=1[F:1], predict the reactants needed to synthesize it. The reactants are: [F:1][C:2]1[CH:10]=[C:9]([OH:11])[CH:8]=[CH:7][C:3]=1[C:4]([OH:6])=O.CN(C(ON1N=NC2C=CC=NC1=2)=[N+](C)C)C.F[P-](F)(F)(F)(F)F.CCN(C(C)C)C(C)C.[Cl:45][C:46]1[CH:51]=[C:50]([Cl:52])[CH:49]=[CH:48][C:47]=1[CH2:53][CH2:54][NH2:55]. (4) Given the product [F:1][C@H:2]1[C@@H:7]([O:8][CH3:9])[CH2:6][CH2:5][N:4]([C:10]2[N:15]=[C:14]([NH:16][C:17]3[N:22]=[CH:21][C:20]4[N:23]=[C:24]([C@H:32]([OH:34])[CH3:33])[N:25]([C@H:26]([CH3:31])[C:27]([F:30])([F:29])[F:28])[C:19]=4[CH:18]=3)[CH:13]=[CH:12][N:11]=2)[CH2:3]1, predict the reactants needed to synthesize it. The reactants are: [F:1][C@H:2]1[C@@H:7]([O:8][CH3:9])[CH2:6][CH2:5][N:4]([C:10]2[N:15]=[C:14]([NH:16][C:17]3[N:22]=[CH:21][C:20]4[N:23]=[C:24]([C@H:32]([O:34]C5CCCCO5)[CH3:33])[N:25]([C@H:26]([CH3:31])[C:27]([F:30])([F:29])[F:28])[C:19]=4[CH:18]=3)[CH:13]=[CH:12][N:11]=2)[CH2:3]1.Cl. (5) Given the product [CH:21]([C:10]1[S:6][C:7]([CH2:11][CH2:12][CH2:13][C:14]([O:16][CH3:17])=[O:15])=[CH:8][CH:9]=1)=[O:22], predict the reactants needed to synthesize it. The reactants are: O=P(Cl)(Cl)Cl.[S:6]1[CH:10]=[CH:9][CH:8]=[C:7]1[CH2:11][CH2:12][CH2:13][C:14]([O:16][CH3:17])=[O:15].CN([CH:21]=[O:22])C. (6) Given the product [O:27]1[C@H:28]2[O:29][CH2:30][CH2:31][C@H:32]2[C@@H:25]([O:24][C:22](=[O:23])[NH:21][C@@H:13]([CH2:14][C:15]2[CH:16]=[CH:17][CH:18]=[CH:19][CH:20]=2)[C@H:12]([OH:33])[CH2:11][NH:10][CH2:34][C:35]([CH3:40])([CH3:41])[CH2:36][CH2:37][C:38]#[N:39])[CH2:26]1, predict the reactants needed to synthesize it. The reactants are: C(OC(=O)[N:10]([CH2:34][C:35]([CH3:41])([CH3:40])[CH2:36][CH2:37][C:38]#[N:39])[CH2:11][C@H:12]([OH:33])[C@H:13]([NH:21][C:22]([O:24][C@@H:25]1[C@H:32]2[C@H:28]([O:29][CH2:30][CH2:31]2)[O:27][CH2:26]1)=[O:23])[CH2:14][C:15]1[CH:20]=[CH:19][CH:18]=[CH:17][CH:16]=1)C1C=CC=CC=1.[H][H]. (7) The reactants are: C(OC([NH:8][C@H:9]1[CH2:15][CH2:14][C@@H:13]([O:16][C:17]([CH:19]2[CH2:24][CH2:23][CH2:22][CH2:21][CH2:20]2)=[O:18])[CH2:12][NH:11][C:10]1=[O:25])=O)(C)(C)C.Cl. Given the product [NH2:8][C@H:9]1[CH2:15][CH2:14][C@@H:13]([O:16][C:17]([CH:19]2[CH2:24][CH2:23][CH2:22][CH2:21][CH2:20]2)=[O:18])[CH2:12][NH:11][C:10]1=[O:25], predict the reactants needed to synthesize it. (8) Given the product [C:11]([O:10][C:8]([C@@H:3]([CH2:2][NH:1][S:33]([C:28]1[CH:29]=[CH:30][CH:31]=[CH:32][C:27]=1[N+:24]([O-:26])=[O:25])(=[O:34])=[O:35])[C:4]([O:6][CH3:7])=[O:5])=[O:9])([CH3:14])([CH3:13])[CH3:12], predict the reactants needed to synthesize it. The reactants are: [NH2:1][CH2:2][C@H:3]([C:8]([O:10][C:11]([CH3:14])([CH3:13])[CH3:12])=[O:9])[C:4]([O:6][CH3:7])=[O:5].CCN(C(C)C)C(C)C.[N+:24]([C:27]1[CH:32]=[CH:31][CH:30]=[CH:29][C:28]=1[S:33](Cl)(=[O:35])=[O:34])([O-:26])=[O:25].